Dataset: Peptide-MHC class I binding affinity with 185,985 pairs from IEDB/IMGT. Task: Regression. Given a peptide amino acid sequence and an MHC pseudo amino acid sequence, predict their binding affinity value. This is MHC class I binding data. (1) The peptide sequence is LPFDKITIM. The MHC is HLA-B07:02 with pseudo-sequence HLA-B07:02. The binding affinity (normalized) is 0.216. (2) The peptide sequence is VQSVLRDISI. The MHC is HLA-A02:01 with pseudo-sequence HLA-A02:01. The binding affinity (normalized) is 0.426. (3) The peptide sequence is APKRPPSAF. The MHC is HLA-B07:02 with pseudo-sequence HLA-B07:02. The binding affinity (normalized) is 0.522.